This data is from NCI-60 drug combinations with 297,098 pairs across 59 cell lines. The task is: Regression. Given two drug SMILES strings and cell line genomic features, predict the synergy score measuring deviation from expected non-interaction effect. Drug 1: CCCCC(=O)OCC(=O)C1(CC(C2=C(C1)C(=C3C(=C2O)C(=O)C4=C(C3=O)C=CC=C4OC)O)OC5CC(C(C(O5)C)O)NC(=O)C(F)(F)F)O. Drug 2: C1CN(CCN1C(=O)CCBr)C(=O)CCBr. Cell line: SF-268. Synergy scores: CSS=27.0, Synergy_ZIP=-12.2, Synergy_Bliss=-10.9, Synergy_Loewe=-35.6, Synergy_HSA=-7.79.